The task is: Regression/Classification. Given a drug SMILES string, predict its absorption, distribution, metabolism, or excretion properties. Task type varies by dataset: regression for continuous measurements (e.g., permeability, clearance, half-life) or binary classification for categorical outcomes (e.g., BBB penetration, CYP inhibition). Dataset: cyp2c19_veith.. This data is from CYP2C19 inhibition data for predicting drug metabolism from PubChem BioAssay. (1) The molecule is CCOc1cccc(/C(O)=C2/C(=O)C(=O)N(Cc3cccnc3)C2c2ccco2)c1. The result is 1 (inhibitor). (2) The molecule is CCCN1CCc2cccc3c2[C@@H]1Cc1ccc(O)c(O)c1-3. The result is 0 (non-inhibitor). (3) The compound is O=C1N(c2ccccc2)c2ccccc2C1(Cc1ccncc1)Cc1ccncc1. The result is 1 (inhibitor). (4) The compound is COc1ccc(C(O)P(=O)(OC(C)C)OC(C)C)cc1OC. The result is 1 (inhibitor). (5) The molecule is COc1cccc(CSc2nnc(C(F)(F)F)n2Cc2ccc(F)cc2)c1. The result is 1 (inhibitor). (6) The drug is COc1cc(C(=O)OCC(=O)Nc2cc(C)on2)cc(OC)c1OC. The result is 0 (non-inhibitor). (7) The molecule is COc1ccc(CNc2ccnc(-c3ccoc3)n2)c(OC)c1. The result is 1 (inhibitor).